From a dataset of Reaction yield outcomes from USPTO patents with 853,638 reactions. Predict the reaction yield, written as a fraction of the theoretical maximum amount of product (1.0 means a 100% yield; for example, 0.34 means a 34% yield). (1) The reactants are [Cl-].O[NH3+:3].[C:4](=[O:7])([O-])[OH:5].[Na+].CS(C)=O.[CH2:13]([C:17]1[N:18]=[C:19]([CH3:55])[N:20]([CH2:39][CH:40]([O:47][Si](C(C)(C)C)(C)C)[C:41]2[CH:46]=[CH:45][CH:44]=[CH:43][CH:42]=2)[C:21](=[O:38])[C:22]=1[CH2:23][C:24]1[CH:29]=[CH:28][C:27]([C:30]2[C:31]([C:36]#[N:37])=[CH:32][CH:33]=[CH:34][CH:35]=2)=[CH:26][CH:25]=1)[CH2:14][CH2:15][CH3:16]. The catalyst is C(OCC)(=O)C. The product is [CH2:13]([C:17]1[N:18]=[C:19]([CH3:55])[N:20]([CH2:39][CH:40]([OH:47])[C:41]2[CH:42]=[CH:43][CH:44]=[CH:45][CH:46]=2)[C:21](=[O:38])[C:22]=1[CH2:23][C:24]1[CH:29]=[CH:28][C:27]([C:30]2[CH:35]=[CH:34][CH:33]=[CH:32][C:31]=2[C:36]2[NH:37][C:4](=[O:7])[O:5][N:3]=2)=[CH:26][CH:25]=1)[CH2:14][CH2:15][CH3:16]. The yield is 0.560. (2) The reactants are [NH2:1][C:2]1[CH:10]=[CH:9][C:5]2[N:6]=[CH:7][NH:8][C:4]=2[CH:3]=1.[Br:11]Br.N. The catalyst is CC(O)=O. The product is [Br:11][C:3]1[C:4]2[NH:8][CH:7]=[N:6][C:5]=2[CH:9]=[CH:10][C:2]=1[NH2:1]. The yield is 0.420. (3) The reactants are [N:1]1[CH:6]=[CH:5][CH:4]=[CH:3][C:2]=1[NH:7][CH2:8][C:9]1([C:15]2[CH:20]=[CH:19][C:18]([OH:21])=[CH:17][CH:16]=2)[CH2:14][CH2:13][O:12][CH2:11][CH2:10]1.[CH2:22]([N:24]1[CH2:29][CH2:28][CH:27](O)[CH2:26][CH2:25]1)[CH3:23].C1(P(C2C=CC=CC=2)C2C=CC=CC=2)C=CC=CC=1.N(C(OC(C)C)=O)=NC(OC(C)C)=O. The catalyst is C1COCC1. The product is [CH2:22]([N:24]1[CH2:29][CH2:28][CH:27]([O:21][C:18]2[CH:19]=[CH:20][C:15]([C:9]3([CH2:8][NH:7][C:2]4[CH:3]=[CH:4][CH:5]=[CH:6][N:1]=4)[CH2:10][CH2:11][O:12][CH2:13][CH2:14]3)=[CH:16][CH:17]=2)[CH2:26][CH2:25]1)[CH3:23]. The yield is 0.230. (4) The reactants are Br[CH2:2][CH2:3][CH2:4][CH2:5][CH2:6][C:7]([NH:9][C@@H:10]1[CH2:15][CH2:14][CH2:13][CH2:12][C@@H:11]1[C:16]([N:18]1[C@@H:30]2[C@@H:21]([C@H:22]([C:31]3[CH:36]=[CH:35][CH:34]=[CH:33][CH:32]=3)[NH:23][C:24]3[CH:25]=[CH:26][CH:27]=[CH:28][C:29]=32)[CH2:20][CH2:19]1)=[O:17])=[O:8].[NH:37]1[CH2:42][CH2:41][O:40][CH2:39][CH2:38]1.C(=O)([O-])[O-].[K+].[K+].O. The catalyst is C(#N)C. The product is [N:37]1([CH2:2][CH2:3][CH2:4][CH2:5][CH2:6][C:7]([NH:9][C@@H:10]2[CH2:15][CH2:14][CH2:13][CH2:12][C@@H:11]2[C:16]([N:18]2[C@@H:30]3[C@@H:21]([C@H:22]([C:31]4[CH:36]=[CH:35][CH:34]=[CH:33][CH:32]=4)[NH:23][C:24]4[CH:25]=[CH:26][CH:27]=[CH:28][C:29]=43)[CH2:20][CH2:19]2)=[O:17])=[O:8])[CH2:42][CH2:41][O:40][CH2:39][CH2:38]1. The yield is 0.910. (5) The catalyst is CO.O1CCOCC1. The reactants are [F:1][C:2]1[CH:3]=[C:4]([CH2:9][C@H:10]([NH:25][C:26](=[O:44])[C:27]2[CH:32]=[CH:31][CH:30]=[C:29]([C:33](=[O:43])[N:34]([CH3:42])[CH2:35][C:36]3[S:37][CH:38]=[C:39]([CH3:41])[N:40]=3)[CH:28]=2)[C@@H:11]([C@H:13]2[CH2:17][CH2:16][CH2:15][N:14]2C(OC(C)(C)C)=O)[OH:12])[CH:5]=[C:6]([F:8])[CH:7]=1.Cl. The yield is 0.650. The product is [F:8][C:6]1[CH:5]=[C:4]([CH2:9][C@H:10]([NH:25][C:26](=[O:44])[C:27]2[CH:32]=[CH:31][CH:30]=[C:29]([C:33]([N:34]([CH3:42])[CH2:35][C:36]3[S:37][CH:38]=[C:39]([CH3:41])[N:40]=3)=[O:43])[CH:28]=2)[C@H:11]([OH:12])[C@H:13]2[CH2:17][CH2:16][CH2:15][NH:14]2)[CH:3]=[C:2]([F:1])[CH:7]=1.